Dataset: Peptide-MHC class I binding affinity with 185,985 pairs from IEDB/IMGT. Task: Regression. Given a peptide amino acid sequence and an MHC pseudo amino acid sequence, predict their binding affinity value. This is MHC class I binding data. (1) The peptide sequence is EKEGKISKI. The MHC is HLA-B45:01 with pseudo-sequence HLA-B45:01. The binding affinity (normalized) is 0.0243. (2) The peptide sequence is WVGRASDPD. The MHC is HLA-A11:01 with pseudo-sequence HLA-A11:01. The binding affinity (normalized) is 0.0847. (3) The peptide sequence is EIYRTLYGL. The MHC is HLA-B39:01 with pseudo-sequence HLA-B39:01. The binding affinity (normalized) is 0.268. (4) The peptide sequence is VPHVIEEVM. The MHC is HLA-B35:01 with pseudo-sequence HLA-B35:01. The binding affinity (normalized) is 0.832. (5) The peptide sequence is NPANKEESI. The MHC is HLA-B15:17 with pseudo-sequence HLA-B15:17. The binding affinity (normalized) is 0.0847. (6) The peptide sequence is KLNWASQIY. The MHC is HLA-B54:01 with pseudo-sequence HLA-B54:01. The binding affinity (normalized) is 0.